Dataset: Full USPTO retrosynthesis dataset with 1.9M reactions from patents (1976-2016). Task: Predict the reactants needed to synthesize the given product. (1) Given the product [NH2:1][C:2]1[C:11]2[C:6](=[CH:7][C:8]([CH2:12][NH:13][C:14]([C@@H:16]3[CH2:20][CH2:19][CH2:18][N:17]3[C:21](=[O:40])[C@H:22]([NH:36][S:42]([CH3:41])(=[O:44])=[O:43])[CH2:23][C:24]3[CH:29]=[CH:28][CH:27]=[CH:26][CH:25]=3)=[O:15])=[CH:9][CH:10]=2)[CH:5]=[CH:4][N:3]=1, predict the reactants needed to synthesize it. The reactants are: [NH2:1][C:2]1[C:11]2[C:6](=[CH:7][C:8]([CH2:12][NH:13][C:14]([C@@H:16]3[CH2:20][CH2:19][CH2:18][N:17]3[C:21](=[O:40])[C@H:22]([NH:36]C(=O)C)[CH2:23][C:24]3[CH:29]=[CH:28][C:27](C4C=CC=CC=4)=[CH:26][CH:25]=3)=[O:15])=[CH:9][CH:10]=2)[CH:5]=[CH:4][N:3]=1.[CH3:41][S:42](N[C@H](CC1C=CC=CC=1)C(N1CCC[C@H]1C(O)=O)=O)(=[O:44])=[O:43]. (2) The reactants are: [NH2:1][C:2]1[CH:7]=[C:6]([O:8][C:9]2[CH:14]=[CH:13][C:12]([NH:15][C:16]([C:18]3[C:19](=[O:31])[N:20]([C:25]4[CH:30]=[CH:29][CH:28]=[CH:27][CH:26]=4)[N:21]([CH3:24])[C:22]=3[CH3:23])=[O:17])=[CH:11][C:10]=2[F:32])[CH:5]=[CH:4][N:3]=1.CCN(CC)CC.[C:40](OC(=O)C)(=[O:42])[CH3:41]. Given the product [C:40]([NH:1][C:2]1[CH:7]=[C:6]([O:8][C:9]2[CH:14]=[CH:13][C:12]([NH:15][C:16]([C:18]3[C:19](=[O:31])[N:20]([C:25]4[CH:26]=[CH:27][CH:28]=[CH:29][CH:30]=4)[N:21]([CH3:24])[C:22]=3[CH3:23])=[O:17])=[CH:11][C:10]=2[F:32])[CH:5]=[CH:4][N:3]=1)(=[O:42])[CH3:41], predict the reactants needed to synthesize it.